Dataset: Peptide-MHC class I binding affinity with 185,985 pairs from IEDB/IMGT. Task: Regression. Given a peptide amino acid sequence and an MHC pseudo amino acid sequence, predict their binding affinity value. This is MHC class I binding data. (1) The peptide sequence is MQLPGGWLL. The MHC is HLA-E01:01 with pseudo-sequence HLA-E01:03. The binding affinity (normalized) is 0.324. (2) The peptide sequence is QPFRPQQPY. The MHC is HLA-B51:01 with pseudo-sequence HLA-B51:01. The binding affinity (normalized) is 0. (3) The peptide sequence is YLHRDIFDI. The MHC is HLA-A11:01 with pseudo-sequence HLA-A11:01. The binding affinity (normalized) is 0.0847. (4) The peptide sequence is YPLTFGWCF. The MHC is HLA-A30:02 with pseudo-sequence HLA-A30:02. The binding affinity (normalized) is 0. (5) The peptide sequence is RPAKNGTVM. The MHC is HLA-B07:02 with pseudo-sequence HLA-B07:02. The binding affinity (normalized) is 0.888. (6) The binding affinity (normalized) is 0.0847. The peptide sequence is NELQTLPSL. The MHC is HLA-A03:01 with pseudo-sequence HLA-A03:01. (7) The peptide sequence is RELLGYCVSL. The MHC is HLA-B45:01 with pseudo-sequence HLA-B45:01. The binding affinity (normalized) is 0.215. (8) The peptide sequence is RVIDPRRCL. The MHC is HLA-B07:02 with pseudo-sequence HLA-B07:02. The binding affinity (normalized) is 0.726.